Dataset: Reaction yield outcomes from USPTO patents with 853,638 reactions. Task: Predict the reaction yield, written as a fraction of the theoretical maximum amount of product (1.0 means a 100% yield; for example, 0.34 means a 34% yield). The reactants are [F:1][C:2]1[C:3]([O:26][CH3:27])=[CH:4][C:5]([CH3:25])=[C:6]([C:8]2[CH:13]=[CH:12][N:11]=[C:10](OS(C(F)(F)F)(=O)=O)[C:9]=2[N+:22]([O-:24])=[O:23])[CH:7]=1.[CH:28]1([C@H:31]([NH2:34])[CH2:32][CH3:33])[CH2:30][CH2:29]1. No catalyst specified. The product is [CH:28]1([C@H:31]([NH:34][C:10]2[C:9]([N+:22]([O-:24])=[O:23])=[C:8]([C:6]3[CH:7]=[C:2]([F:1])[C:3]([O:26][CH3:27])=[CH:4][C:5]=3[CH3:25])[CH:13]=[CH:12][N:11]=2)[CH2:32][CH3:33])[CH2:30][CH2:29]1. The yield is 0.430.